Dataset: Forward reaction prediction with 1.9M reactions from USPTO patents (1976-2016). Task: Predict the product of the given reaction. (1) Given the reactants [O:1]1[CH2:5][CH2:4][C:3](=[N:6][S:7]([C:9]([CH3:12])([CH3:11])[CH3:10])=[O:8])[CH2:2]1.[Si]([C:17]#[N:18])(C)(C)C, predict the reaction product. The product is: [C:17]([C:3]1([NH:6][S:7]([C:9]([CH3:12])([CH3:11])[CH3:10])=[O:8])[CH2:4][CH2:5][O:1][CH2:2]1)#[N:18]. (2) Given the reactants Cl[C:2]1[CH:3]=[CH:4][C:5]2[N:6]([C:8]([C:11]3[CH:16]=[CH:15][CH:14]=[C:13]([Cl:17])[N:12]=3)=[N:9][N:10]=2)[N:7]=1.O1[CH2:23][CH2:22]OCC1, predict the reaction product. The product is: [N:6]1([C:2]2[CH:3]=[CH:4][C:5]3[N:6]([C:8]([C:11]4[CH:16]=[CH:15][CH:14]=[C:13]([Cl:17])[N:12]=4)=[N:9][N:10]=3)[N:7]=2)[CH2:23][CH2:22][CH2:14][CH2:15][CH2:16][CH2:11][CH2:8]1. (3) Given the reactants [NH2:1][CH:2]([CH3:28])[CH2:3][N:4]1[CH2:9][C:8]([CH3:11])([CH3:10])[O:7][CH2:6][CH:5]1[CH2:12][NH:13][C:14]1[CH:15]=[C:16]([Cl:27])[CH:17]=[C:18]2[C:26]=1[NH:25][C:24]1[CH:23]=[N:22][CH:21]=[CH:20][C:19]2=1.[CH3:29][C:30]1[C:35]([C:36](O)=[O:37])=[C:34]([CH3:39])[N:33]=[CH:32][N:31]=1.C([O-])(=[O:42])C.[NH4+], predict the reaction product. The product is: [Cl:27][C:16]1[CH:17]=[C:18]2[C:26](=[C:14]([NH:13][C:12]([CH:5]3[CH2:6][O:7][C:8]([CH3:11])([CH3:10])[CH2:9][N:4]3[CH2:3][CH:2]([NH:1][C:36]([C:35]3[C:34]([CH3:39])=[N:33][CH:32]=[N:31][C:30]=3[CH3:29])=[O:37])[CH3:28])=[O:42])[CH:15]=1)[NH:25][C:24]1[CH:23]=[N:22][CH:21]=[CH:20][C:19]2=1. (4) Given the reactants [F:1][C:2]1[CH:7]=[CH:6][C:5]([OH:8])=[CH:4][CH:3]=1.C1(P(C2C=CC=CC=2)C2C=CC=CC=2)C=CC=CC=1.[C:28]([N:35]1[CH2:40][CH2:39][CH:38]([CH2:41]O)[CH2:37][CH2:36]1)([O:30][C:31]([CH3:34])([CH3:33])[CH3:32])=[O:29].CCOC(/N=N/C(OCC)=O)=O, predict the reaction product. The product is: [F:1][C:2]1[CH:7]=[CH:6][C:5]([O:8][CH2:41][CH:38]2[CH2:39][CH2:40][N:35]([C:28]([O:30][C:31]([CH3:32])([CH3:34])[CH3:33])=[O:29])[CH2:36][CH2:37]2)=[CH:4][CH:3]=1. (5) Given the reactants [S:1]([Cl:5])(=O)(=[O:3])[OH:2].[CH3:6][C:7]1[N:8]=[CH:9][S:10][CH:11]=1.P(Cl)(Cl)(Cl)(Cl)Cl, predict the reaction product. The product is: [CH3:6][C:7]1[N:8]=[CH:9][S:10][C:11]=1[S:1]([Cl:5])(=[O:3])=[O:2]. (6) The product is: [F:1][C:2]([F:7])([F:6])[C:3]([OH:5])=[O:4].[Cl:15][C:16]1[CH:17]=[N:18][C:19]2[NH:20][C:21]3[CH:22]=[CH:23][CH:24]=[C:25]([CH:46]=3)[CH2:26][CH2:27][C:28]3[CH:36]=[C:32]([NH:33][C:34]=1[N:35]=2)[CH:31]=[CH:30][C:29]=3[NH:37][C:38]([CH:40]1[CH2:45][CH2:44][N:43]([C:53]([C:52]2[C:48]([CH3:47])=[N:49][O:50][C:51]=2[CH3:56])=[O:54])[CH2:42][CH2:41]1)=[O:39]. Given the reactants [F:1][C:2]([F:7])([F:6])[C:3]([OH:5])=[O:4].FC(F)(F)C(O)=O.[Cl:15][C:16]1[CH:17]=[N:18][C:19]2[NH:20][C:21]3[CH:22]=[CH:23][CH:24]=[C:25]([CH:46]=3)[CH2:26][CH2:27][C:28]3[CH:36]=[C:32]([NH:33][C:34]=1[N:35]=2)[CH:31]=[CH:30][C:29]=3[NH:37][C:38]([CH:40]1[CH2:45][CH2:44][NH:43][CH2:42][CH2:41]1)=[O:39].[CH3:47][C:48]1[C:52]([C:53](Cl)=[O:54])=[C:51]([CH3:56])[O:50][N:49]=1, predict the reaction product. (7) The product is: [Cl:1][C:2]1[CH:12]=[C:11]([Cl:13])[CH:10]=[CH:9][C:3]=1[O:4][CH2:5][C:6]([NH:14][C:15]1[CH:20]=[CH:19][C:18]([N:21]2[C:27](=[O:28])[CH2:26][C:25](=[O:29])[NH:24][C:23]3[C:30]4[C:35]([CH:36]=[CH:37][C:22]2=3)=[CH:34][CH:33]=[CH:32][CH:31]=4)=[CH:17][CH:16]=1)=[O:8]. Given the reactants [Cl:1][C:2]1[CH:12]=[C:11]([Cl:13])[CH:10]=[CH:9][C:3]=1[O:4][CH2:5][C:6]([OH:8])=O.[NH2:14][C:15]1[CH:20]=[CH:19][C:18]([N:21]2[C:27](=[O:28])[CH2:26][C:25](=[O:29])[NH:24][C:23]3[C:30]4[C:35]([CH:36]=[CH:37][C:22]2=3)=[CH:34][CH:33]=[CH:32][CH:31]=4)=[CH:17][CH:16]=1.ClC1C=C(Cl)C=CC=1OCC(Cl)=O, predict the reaction product. (8) Given the reactants [CH2:1]([C:3]1[CH:4]=[C:5]2[C:9](=[CH:10][CH:11]=1)[NH:8][CH:7]=[C:6]2[CH2:12][CH:13](C(O)=O)[C:14]([OH:16])=[O:15])[CH3:2].C(=O)=O, predict the reaction product. The product is: [CH2:1]([C:3]1[CH:4]=[C:5]2[C:9](=[CH:10][CH:11]=1)[NH:8][CH:7]=[C:6]2[CH2:12][CH2:13][C:14]([OH:16])=[O:15])[CH3:2].